From a dataset of Reaction yield outcomes from USPTO patents with 853,638 reactions. Predict the reaction yield, written as a fraction of the theoretical maximum amount of product (1.0 means a 100% yield; for example, 0.34 means a 34% yield). (1) The reactants are [CH2:1]1[C:5]2([CH2:10][CH2:9][CH:8]([OH:11])[CH2:7][CH2:6]2)[CH2:4][CH2:3][CH2:2]1.[CH3:12][O:13][C:14]([C:16]1[CH:25]=[CH:24][C:23]2[C:18](=[CH:19][CH:20]=[C:21](O)[CH:22]=2)[CH:17]=1)=[O:15].C1(P(C2C=CC=CC=2)C2C=CC=CC=2)C=CC=CC=1.C1(C)C=CC=CC=1.N(C(OC(C)C)=O)=NC(OC(C)C)=O. The catalyst is C(Cl)Cl. The product is [CH2:1]1[C:5]2([CH2:10][CH2:9][CH:8]([O:11][C:21]3[CH:22]=[C:23]4[C:18](=[CH:19][CH:20]=3)[CH:17]=[C:16]([C:14]([O:13][CH3:12])=[O:15])[CH:25]=[CH:24]4)[CH2:7][CH2:6]2)[CH2:4][CH2:3][CH2:2]1. The yield is 0.610. (2) The reactants are C1(S([N:10]2[C:14]3[N:15]=[CH:16][N:17]=[C:18]([N:19]4[CH2:24][CH2:23][CH2:22][CH2:21][CH2:20]4)[C:13]=3[C:12](Br)=[CH:11]2)(=O)=O)C=CC=CC=1.[C:26]1(B(O)O)[CH:31]=[CH:30][CH:29]=[CH:28][CH:27]=1.P([O-])([O-])([O-])=O.[K+].[K+].[K+]. The catalyst is O1CCOCC1.[Pd].C1(P(C2C=CC=CC=2)C2C=CC=CC=2)C=CC=CC=1.C1(P(C2C=CC=CC=2)C2C=CC=CC=2)C=CC=CC=1.C1(P(C2C=CC=CC=2)C2C=CC=CC=2)C=CC=CC=1.C1(P(C2C=CC=CC=2)C2C=CC=CC=2)C=CC=CC=1. The product is [C:26]1([C:12]2[C:13]3[C:18]([N:19]4[CH2:20][CH2:21][CH2:22][CH2:23][CH2:24]4)=[N:17][CH:16]=[N:15][C:14]=3[NH:10][CH:11]=2)[CH:31]=[CH:30][CH:29]=[CH:28][CH:27]=1. The yield is 0.200. (3) The reactants are [CH3:1][O:2][C:3]1[CH:8]=[CH:7][C:6]([N+:9]([O-])=O)=[CH:5][C:4]=1[C:12]1[N:16]([CH3:17])[N:15]=[CH:14][CH:13]=1. The catalyst is C(O)(=O)C.[Zn]. The product is [CH3:1][O:2][C:3]1[CH:8]=[CH:7][C:6]([NH2:9])=[CH:5][C:4]=1[C:12]1[N:16]([CH3:17])[N:15]=[CH:14][CH:13]=1. The yield is 0.620. (4) The reactants are [CH:1]1([C:7]2[NH:11][C:10](=O)[C:9]3([CH2:17][CH2:16][N:15]([S:18]([CH2:21][CH2:22][C:23]4[CH:28]=[CH:27][CH:26]=[CH:25][C:24]=4[CH3:29])(=[O:20])=[O:19])[CH2:14][CH2:13]3)[N:8]=2)[CH2:6][CH2:5][CH2:4][CH2:3][CH2:2]1.COC1C=CC(P2(SP(C3C=CC(OC)=CC=3)(=S)S2)=[S:39])=CC=1. The catalyst is C1(C)C=CC=CC=1. The product is [CH:1]1([C:7]2[NH:11][C:10](=[S:39])[C:9]3([CH2:17][CH2:16][N:15]([S:18]([CH2:21][CH2:22][C:23]4[CH:28]=[CH:27][CH:26]=[CH:25][C:24]=4[CH3:29])(=[O:20])=[O:19])[CH2:14][CH2:13]3)[N:8]=2)[CH2:6][CH2:5][CH2:4][CH2:3][CH2:2]1. The yield is 0.450.